From a dataset of Forward reaction prediction with 1.9M reactions from USPTO patents (1976-2016). Predict the product of the given reaction. (1) Given the reactants F[C:2]1[C:7]([F:8])=[CH:6][C:5]([N+:9]([O-:11])=[O:10])=[CH:4][C:3]=1[CH2:12][C:13]([OH:15])=O.[NH2:16][CH2:17][CH:18]1[CH2:20][CH2:19]1.Cl, predict the reaction product. The product is: [CH:18]1([CH2:17][N:16]2[C:2]3[C:3](=[CH:4][C:5]([N+:9]([O-:11])=[O:10])=[CH:6][C:7]=3[F:8])[CH2:12][C:13]2=[O:15])[CH2:20][CH2:19]1. (2) Given the reactants Br[C:2]1[C:7](=[O:8])[N:6]([CH3:9])[CH:5]=[C:4]([C:10]([O:12][CH3:13])=[O:11])[CH:3]=1.C([Sn](CCCC)(CCCC)[C:19]1[CH:24]=[CH:23][CH:22]=[CH:21][N:20]=1)CCC, predict the reaction product. The product is: [CH3:9][N:6]1[C:7](=[O:8])[C:2]([C:19]2[CH:24]=[CH:23][CH:22]=[CH:21][N:20]=2)=[CH:3][C:4]([C:10]([O:12][CH3:13])=[O:11])=[CH:5]1. (3) Given the reactants [S:1]1[CH2:6][CH2:5][CH:4]([CH:7]=[O:8])[CH2:3][CH2:2]1.[F-].C([N+](CCCC)(CCCC)CCCC)CCC.[F:27][C:28]([Si](C)(C)C)([F:30])[F:29], predict the reaction product. The product is: [F:27][C:28]([F:30])([F:29])[CH:7]([CH:4]1[CH2:5][CH2:6][S:1][CH2:2][CH2:3]1)[OH:8]. (4) The product is: [F:1][C:2]1[C:10]([O:11][CH3:12])=[CH:9][CH:8]=[C:7]([N:13]2[N:17]=[CH:16][CH:15]=[N:14]2)[C:3]=1[C:4]([N:21]1[CH2:22][CH2:23][CH2:24][C@@H:19]([CH3:18])[C@H:20]1[CH2:25][NH:26][C:38]1[CH:43]=[CH:42][C:41]([C:44]([F:47])([F:46])[F:45])=[CH:40][N:39]=1)=[O:6]. Given the reactants [F:1][C:2]1[C:10]([O:11][CH3:12])=[CH:9][CH:8]=[C:7]([N:13]2[N:17]=[CH:16][CH:15]=[N:14]2)[C:3]=1[C:4]([OH:6])=O.[CH3:18][C@@H:19]1[CH2:24][CH2:23][CH2:22][NH:21][C@@H:20]1[CH2:25][N:26]1C(=O)C2C(=CC=CC=2)C1=O.F[C:38]1[CH:43]=[CH:42][C:41]([C:44]([F:47])([F:46])[F:45])=[CH:40][N:39]=1, predict the reaction product. (5) Given the reactants [NH2:1][C:2]1[CH:3]=[C:4]([S:8]([NH:11][C:12]2[CH:13]=[C:14]([NH:18][C:19](=[O:25])[O:20][C:21]([CH3:24])([CH3:23])[CH3:22])[CH:15]=[CH:16][CH:17]=2)(=[O:10])=[O:9])[CH:5]=[CH:6][CH:7]=1.[Cl:26][C:27]1[N:32]=[C:31](Cl)[C:30]([Cl:34])=[CH:29][N:28]=1.C(=O)([O-])[O-].[K+].[K+], predict the reaction product. The product is: [Cl:26][C:27]1[N:32]=[C:31]([NH:1][C:2]2[CH:3]=[C:4]([S:8]([NH:11][C:12]3[CH:13]=[C:14]([NH:18][C:19](=[O:25])[O:20][C:21]([CH3:22])([CH3:24])[CH3:23])[CH:15]=[CH:16][CH:17]=3)(=[O:10])=[O:9])[CH:5]=[CH:6][CH:7]=2)[C:30]([Cl:34])=[CH:29][N:28]=1. (6) Given the reactants [CH3:1][S:2][C:3](SC)=[CH:4][N+:5]([O-:7])=[O:6].[CH:10]1([CH2:16][NH2:17])[CH2:15][CH2:14][CH2:13][CH2:12][CH2:11]1, predict the reaction product. The product is: [CH:10]1([CH2:16][NH:17][C:3]([S:2][CH3:1])=[CH:4][N+:5]([O-:7])=[O:6])[CH2:15][CH2:14][CH2:13][CH2:12][CH2:11]1. (7) Given the reactants C(N(CC)CC)C.Cl.[CH3:9][NH:10][CH2:11][C:12]1[CH:20]=[CH:19][CH:18]=[C:17]2[C:13]=1[CH2:14][N:15]([CH:22]1[CH2:27][CH2:26][C:25](=[O:28])[NH:24][C:23]1=[O:29])[C:16]2=[O:21].[C:30]([N:34]=[C:35]=[O:36])([CH3:33])([CH3:32])[CH3:31], predict the reaction product. The product is: [C:30]([NH:34][C:35](=[O:36])[N:10]([CH2:11][C:12]1[CH:20]=[CH:19][CH:18]=[C:17]2[C:13]=1[CH2:14][N:15]([CH:22]1[CH2:27][CH2:26][C:25](=[O:28])[NH:24][C:23]1=[O:29])[C:16]2=[O:21])[CH3:9])([CH3:33])([CH3:32])[CH3:31]. (8) The product is: [OH:30][CH:10]1[CH2:9][NH:8][CH2:29][CH2:28][C:11]21[C:15](=[O:16])[N:14]([C:17]1[CH:22]=[CH:21][C:20]([CH2:23][C:24]([F:27])([F:25])[F:26])=[CH:19][CH:18]=1)[CH2:13][CH2:12]2. Given the reactants C([N:8]1[CH2:29][CH2:28][C:11]2([C:15](=[O:16])[N:14]([C:17]3[CH:22]=[CH:21][C:20]([CH2:23][C:24]([F:27])([F:26])[F:25])=[CH:19][CH:18]=3)[CH2:13][CH2:12]2)[CH:10]([OH:30])[CH2:9]1)C1C=CC=CC=1, predict the reaction product. (9) Given the reactants [CH:1]1([NH2:8])[CH2:6][CH2:5][CH:4]([NH2:7])[CH2:3][CH2:2]1.C(S(O[CH2:17][C:18]([F:21])([F:20])[F:19])(=O)=O)(F)(F)F.C1CCN2C(=NCCC2)CC1, predict the reaction product. The product is: [F:19][C:18]([F:21])([F:20])[CH2:17][NH:7][CH:4]1[CH2:5][CH2:6][CH:1]([NH2:8])[CH2:2][CH2:3]1. (10) Given the reactants [CH:1]1([NH:7][C:8]2[N:16]=[C:15]([NH:17][C:18]3[CH:23]=[CH:22][C:21]([N:24]4[CH2:29][CH2:28][O:27][CH2:26][CH2:25]4)=[CH:20][C:19]=3[CH3:30])[N:14]=[C:13]3[C:9]=2[N:10]=[CH:11][N:12]3C2CCCCO2)[CH2:6][CH2:5][CH2:4][CH2:3][CH2:2]1.Cl.C(OCC)C, predict the reaction product. The product is: [CH:1]1([NH:7][C:8]2[N:16]=[C:15]([NH:17][C:18]3[CH:23]=[CH:22][C:21]([N:24]4[CH2:29][CH2:28][O:27][CH2:26][CH2:25]4)=[CH:20][C:19]=3[CH3:30])[N:14]=[C:13]3[C:9]=2[N:10]=[CH:11][NH:12]3)[CH2:6][CH2:5][CH2:4][CH2:3][CH2:2]1.